From a dataset of Full USPTO retrosynthesis dataset with 1.9M reactions from patents (1976-2016). Predict the reactants needed to synthesize the given product. (1) Given the product [Cl:1][C:2]1[CH:7]=[CH:6][N:5]=[C:4]2[N:8]([CH2:19][C:20]3[CH:25]=[CH:24][C:23]([O:26][CH3:27])=[CH:22][CH:21]=3)[N:9]=[C:10]([I:11])[C:3]=12, predict the reactants needed to synthesize it. The reactants are: [Cl:1][C:2]1[CH:7]=[CH:6][N:5]=[C:4]2[NH:8][N:9]=[C:10]([I:11])[C:3]=12.C([O-])([O-])=O.[K+].[K+].Cl[CH2:19][C:20]1[CH:25]=[CH:24][C:23]([O:26][CH3:27])=[CH:22][CH:21]=1. (2) The reactants are: [C:1]([O:5][C:6](=[O:15])[NH:7][C@H:8]1[C@H:13]([NH2:14])[CH2:12][CH2:11][O:10][CH2:9]1)([CH3:4])([CH3:3])[CH3:2].C(O)(=O)C.[C:20]1(=O)[CH2:24][CH2:23][CH2:22][CH2:21]1.C([BH3-])#N.[Na+]. Given the product [C:1]([O:5][C:6](=[O:15])[NH:7][C@H:8]1[C@H:13]([NH:14][CH:20]2[CH2:24][CH2:23][CH2:22][CH2:21]2)[CH2:12][CH2:11][O:10][CH2:9]1)([CH3:4])([CH3:2])[CH3:3], predict the reactants needed to synthesize it. (3) Given the product [N:29]1([CH2:2][CH2:3][C:4]([NH:6][C:7]2[CH:20]=[CH:19][C:18]3[C:17](=[O:21])[C:16]4[C:11](=[CH:12][C:13]([NH:22][C:23](=[O:27])[CH2:24][CH2:25][N:34]5[CH2:36][CH2:37][CH2:38][CH2:39]5)=[CH:14][CH:15]=4)[C:10](=[O:28])[C:9]=3[CH:8]=2)=[O:5])[CH2:33][CH2:32][CH2:31][CH2:30]1, predict the reactants needed to synthesize it. The reactants are: Cl[CH2:2][CH2:3][C:4]([NH:6][C:7]1[CH:20]=[CH:19][C:18]2[C:17](=[O:21])[C:16]3[C:11](=[CH:12][C:13]([NH:22][C:23](=[O:27])[CH2:24][CH2:25]Cl)=[CH:14][CH:15]=3)[C:10](=[O:28])[C:9]=2[CH:8]=1)=[O:5].[NH:29]1[CH2:33][CH2:32][CH2:31][CH2:30]1.[N:34]1[CH:39]=[CH:38][CH:37]=[CH:36]C=1. (4) Given the product [C:22]([N:14]1[CH2:13][CH:12]2[CH2:21][CH2:20][CH:16]([C:17]3[C:11]2=[CH:10][C:9]([NH:8][C:5]2[N:4]=[C:3]([NH:25][C:26]4[CH:35]=[CH:34][CH:33]=[CH:32][C:27]=4[C:28]([NH:30][CH3:31])=[O:29])[C:2]([Cl:1])=[CH:7][N:6]=2)=[CH:19][CH:18]=3)[CH2:15]1)(=[O:38])[CH3:23], predict the reactants needed to synthesize it. The reactants are: [Cl:1][C:2]1[C:3]([NH:25][C:26]2[CH:35]=[CH:34][CH:33]=[CH:32][C:27]=2[C:28]([NH:30][CH3:31])=[O:29])=[N:4][C:5]([NH:8][C:9]2[CH:10]=[C:11]3[C:17](=[CH:18][CH:19]=2)[CH:16]2[CH2:20][CH2:21][CH:12]3[CH2:13][N:14]([CH2:22][C:23]#C)[CH2:15]2)=[N:6][CH:7]=1.C(Cl)(=[O:38])C. (5) Given the product [CH2:21]([N:2]1[CH2:3][CH2:4][C:5]2[C:10](=[CH:9][C:8]([C:11]#[N:12])=[CH:7][CH:6]=2)[CH2:1]1)[CH2:22][CH2:23][CH3:24], predict the reactants needed to synthesize it. The reactants are: [CH2:1]1[C:10]2[C:5](=[CH:6][CH:7]=[C:8]([C:11]#[N:12])[CH:9]=2)[CH2:4][CH2:3][NH:2]1.C(N(CC)CC)C.Br[CH2:21][CH2:22][CH2:23][CH3:24]. (6) Given the product [Na+:19].[Cl:21][C:22]1[CH:27]=[C:26]([C:11]2[N:8]3[CH:9]=[CH:10][C:5]([C:3]([O-:2])=[O:4])=[CH:6][C:7]3=[N:13][CH:12]=2)[CH:25]=[CH:24][CH:23]=1, predict the reactants needed to synthesize it. The reactants are: C[O:2][C:3]([C:5]1[CH:10]=[CH:9][N:8]2[C:11](I)=[CH:12][N:13]=[C:7]2[CH:6]=1)=[O:4].C([O-])([O-])=O.[Na+:19].[Na+].[Cl:21][C:22]1[CH:23]=[C:24](B(O)O)[CH:25]=[CH:26][CH:27]=1.